From a dataset of TCR-epitope binding with 47,182 pairs between 192 epitopes and 23,139 TCRs. Binary Classification. Given a T-cell receptor sequence (or CDR3 region) and an epitope sequence, predict whether binding occurs between them. (1) Result: 0 (the TCR does not bind to the epitope). The epitope is QYDPVAALF. The TCR CDR3 sequence is CASSQTGLVLGGQETQYF. (2) The epitope is YLQPRTFLL. The TCR CDR3 sequence is CASQDSNTGELFF. Result: 1 (the TCR binds to the epitope). (3) The epitope is VLWAHGFEL. The TCR CDR3 sequence is CATSDLTGDFWYEQYF. Result: 0 (the TCR does not bind to the epitope). (4) The epitope is KLPDDFTGCV. The TCR CDR3 sequence is CASSRLSSGGADTQYF. Result: 1 (the TCR binds to the epitope). (5) Result: 1 (the TCR binds to the epitope). The TCR CDR3 sequence is CATRGQEHNEQFF. The epitope is TLIGDCATV. (6) The epitope is TSDLATNNLVVMAY. The TCR CDR3 sequence is CSAWDSPGGANVLTF. Result: 0 (the TCR does not bind to the epitope). (7) The epitope is SSNVANYQK. The TCR CDR3 sequence is CASSQGPSGIGTQYF. Result: 0 (the TCR does not bind to the epitope).